Dataset: Catalyst prediction with 721,799 reactions and 888 catalyst types from USPTO. Task: Predict which catalyst facilitates the given reaction. (1) Reactant: [OH:1][C@H:2]1[CH2:6][CH2:5][N:4]([C:7]([O:9][C:10]([CH3:13])([CH3:12])[CH3:11])=[O:8])[CH2:3]1.[N+:14]([C:17]1[CH:22]=[CH:21][CH:20]=[CH:19][C:18]=1[S:23](Cl)(=[O:25])=[O:24])([O-:16])=[O:15].C(N(CC)CC)C. Product: [N+:14]([C:17]1[CH:22]=[CH:21][CH:20]=[CH:19][C:18]=1[S:23]([O:1][C@H:2]1[CH2:6][CH2:5][N:4]([C:7]([O:9][C:10]([CH3:13])([CH3:12])[CH3:11])=[O:8])[CH2:3]1)(=[O:25])=[O:24])([O-:16])=[O:15]. The catalyst class is: 119. (2) Reactant: [C:1]([O:5][C:6]([N:8]1[CH2:13][CH:12]2[CH2:14][CH:9]1[CH2:10][N:11]2[C:15]1[C:23]2[C:18](=[CH:19][C:20]([F:24])=[CH:21][CH:22]=2)[N:17](S(C2C=CC(C)=CC=2)(=O)=O)[N:16]=1)=[O:7])([CH3:4])([CH3:3])[CH3:2].C(O)C.[OH-].[K+].Cl. Product: [C:1]([O:5][C:6]([N:8]1[CH2:13][CH:12]2[CH2:14][CH:9]1[CH2:10][N:11]2[C:15]1[C:23]2[C:18](=[CH:19][C:20]([F:24])=[CH:21][CH:22]=2)[NH:17][N:16]=1)=[O:7])([CH3:4])([CH3:2])[CH3:3]. The catalyst class is: 6. (3) Reactant: [CH3:1][S:2]([CH2:5][C:6]#[N:7])(=[O:4])=[O:3].[C:8](=O)([O-])[O-].[K+].[K+].[CH3:14][O:15][C:16]1[CH:17]=[C:18]([N:24]=[C:25]=[S:26])[CH:19]=[C:20]([O:22][CH3:23])[CH:21]=1.CI. Product: [CH3:14][O:15][C:16]1[CH:17]=[C:18]([NH:24][C:25]([S:26][CH3:8])=[C:5]([S:2]([CH3:1])(=[O:4])=[O:3])[C:6]#[N:7])[CH:19]=[C:20]([O:22][CH3:23])[CH:21]=1. The catalyst class is: 21. (4) Reactant: F[C:2]1[CH:32]=[CH:31][C:5]([C:6]([NH:8][C:9]2[CH:14]=[CH:13][C:12]([O:15][C:16]3[C:21]([C:22]4[CH:27]=[CH:26][N:25]=[C:24]([NH:28][CH3:29])[N:23]=4)=[CH:20][CH:19]=[CH:18][N:17]=3)=[C:11]([CH3:30])[CH:10]=2)=[O:7])=[CH:4][C:3]=1[C:33]([F:36])([F:35])[F:34].[CH3:37][N:38]([CH3:43])[CH2:39][CH2:40][NH:41][CH3:42]. Product: [CH3:37][N:38]([CH3:43])[CH2:39][CH2:40][N:41]([CH3:42])[C:2]1[CH:32]=[CH:31][C:5]([C:6]([NH:8][C:9]2[CH:14]=[CH:13][C:12]([O:15][C:16]3[C:21]([C:22]4[CH:27]=[CH:26][N:25]=[C:24]([NH:28][CH3:29])[N:23]=4)=[CH:20][CH:19]=[CH:18][N:17]=3)=[C:11]([CH3:30])[CH:10]=2)=[O:7])=[CH:4][C:3]=1[C:33]([F:34])([F:36])[F:35]. The catalyst class is: 39. (5) Reactant: [F:1][C:2]1[CH:7]=[CH:6][CH:5]=[CH:4][C:3]=1[S:8]([NH:11][C:12]1[CH:17]=[CH:16][CH:15]=[CH:14][C:13]=1[CH:18]1[CH2:27][C:26]([CH3:29])([CH3:28])[C:25]2[C:20](=[CH:21][CH:22]=[C:23]([C:30]([O:32]CC)=[O:31])[CH:24]=2)[NH:19]1)(=[O:10])=[O:9].O.[OH-].[Li+].[OH-].[Na+]. Product: [F:1][C:2]1[CH:7]=[CH:6][CH:5]=[CH:4][C:3]=1[S:8]([NH:11][C:12]1[CH:17]=[CH:16][CH:15]=[CH:14][C:13]=1[CH:18]1[CH2:27][C:26]([CH3:28])([CH3:29])[C:25]2[C:20](=[CH:21][CH:22]=[C:23]([C:30]([OH:32])=[O:31])[CH:24]=2)[NH:19]1)(=[O:10])=[O:9]. The catalyst class is: 40. (6) Reactant: [Cl:1][C:2]1[CH:7]=[CH:6][C:5]([C@@:8]2([OH:35])[C@H:13]([O:14][Si](C)(C)C)[C@@H:12]([O:19][Si](C)(C)C)[C@H:11]([O:24][Si](C)(C)C)[C@@H:10]([CH2:29][O:30][Si](C)(C)C)[O:9]2)=[CH:4][C:3]=1[CH2:36][C:37]1[CH:42]=[CH:41][C:40]([O:43][CH2:44][C:45]([F:48])([F:47])[F:46])=[CH:39][CH:38]=1.[CH3:49]S(O)(=O)=O.C(=O)(O)[O-].[Na+]. Product: [Cl:1][C:2]1[CH:7]=[CH:6][C:5]([C@@:8]2([O:35][CH3:49])[C@H:13]([OH:14])[C@@H:12]([OH:19])[C@H:11]([OH:24])[C@@H:10]([CH2:29][OH:30])[O:9]2)=[CH:4][C:3]=1[CH2:36][C:37]1[CH:42]=[CH:41][C:40]([O:43][CH2:44][C:45]([F:48])([F:47])[F:46])=[CH:39][CH:38]=1. The catalyst class is: 5.